Dataset: Reaction yield outcomes from USPTO patents with 853,638 reactions. Task: Predict the reaction yield, written as a fraction of the theoretical maximum amount of product (1.0 means a 100% yield; for example, 0.34 means a 34% yield). The reactants are [O:1]=[C:2]1[C:10]2[C:5](=[CH:6][CH:7]=[CH:8][CH:9]=2)[C:4](=[O:11])[N:3]1[CH2:12][CH2:13][CH2:14][CH2:15][C:16]1[CH:21]=[CH:20][C:19]([S:22](Cl)(=[O:24])=[O:23])=[CH:18][CH:17]=1.CN1CCOCC1.[NH2:33][C@@H:34]([CH:38]([CH3:40])[CH3:39])[C:35]([NH2:37])=[O:36]. The catalyst is CN(C=O)C. The product is [O:1]=[C:2]1[C:10]2[C:5](=[CH:6][CH:7]=[CH:8][CH:9]=2)[C:4](=[O:11])[N:3]1[CH2:12][CH2:13][CH2:14][CH2:15][C:16]1[CH:21]=[CH:20][C:19]([S:22]([NH:33][C@@H:34]([CH:38]([CH3:40])[CH3:39])[C:35]([NH2:37])=[O:36])(=[O:24])=[O:23])=[CH:18][CH:17]=1. The yield is 0.730.